This data is from Reaction yield outcomes from USPTO patents with 853,638 reactions. The task is: Predict the reaction yield, written as a fraction of the theoretical maximum amount of product (1.0 means a 100% yield; for example, 0.34 means a 34% yield). The reactants are C([O:8][C:9]1[CH:10]=[C:11]2[C:16](=[CH:17][C:18]=1[O:19][CH3:20])[N:15]=[CH:14][CH:13]=[C:12]2Cl)C1C=CC=CC=1. The catalyst is C(N(CC)CC)C.CN(C)C=O.[OH-].[Pd+2].[OH-]. The product is [OH:8][C:9]1[CH:10]=[C:11]2[C:16](=[CH:17][C:18]=1[O:19][CH3:20])[N:15]=[CH:14][CH:13]=[CH:12]2. The yield is 0.840.